This data is from Forward reaction prediction with 1.9M reactions from USPTO patents (1976-2016). The task is: Predict the product of the given reaction. (1) Given the reactants [C:1]([O:5][C:6](=[O:13])[C@H:7]([CH2:9][CH:10]([CH3:12])[CH3:11])[NH2:8])([CH3:4])([CH3:3])[CH3:2].[S:14]1[CH:18]=[CH:17][CH:16]=[C:15]1[CH:19]=O, predict the reaction product. The product is: [C:1]([O:5][C:6](=[O:13])[CH:7]([N:8]=[CH:19][C:15]1[S:14][CH:18]=[CH:17][CH:16]=1)[CH2:9][CH:10]([CH3:11])[CH3:12])([CH3:4])([CH3:3])[CH3:2]. (2) Given the reactants [OH:1][CH2:2][C@@H:3]([C@H:5]([C@@H:7]([C@@H:9]([CH2:11][OH:12])[OH:10])[OH:8])[OH:6])[OH:4].C1(O)C(O)C(O)C(O)C(O)C1O, predict the reaction product. The product is: [C@H:5]1([OH:6])[CH:3]([OH:4])[C@@H:2]([OH:1])[C@H:11]([OH:12])[C:9](=[O:10])[C@@H:7]1[OH:8].